The task is: Regression. Given a peptide amino acid sequence and an MHC pseudo amino acid sequence, predict their binding affinity value. This is MHC class II binding data.. This data is from Peptide-MHC class II binding affinity with 134,281 pairs from IEDB. (1) The MHC is DRB1_0802 with pseudo-sequence DRB1_0802. The peptide sequence is AFKVAATAANAATAN. The binding affinity (normalized) is 0.752. (2) The peptide sequence is AAKMFGVPLQASAYA. The MHC is HLA-DQA10102-DQB10602 with pseudo-sequence HLA-DQA10102-DQB10602. The binding affinity (normalized) is 0.923. (3) The peptide sequence is DIYNYMEPYVSKVDP. The MHC is DRB1_0802 with pseudo-sequence DRB1_0802. The binding affinity (normalized) is 0.469. (4) The binding affinity (normalized) is 0.428. The MHC is DRB3_0301 with pseudo-sequence DRB3_0301. The peptide sequence is WNTDIKTLKFDALSG. (5) The peptide sequence is TDIAEMGANLCVERV. The MHC is HLA-DQA10303-DQB10402 with pseudo-sequence HLA-DQA10303-DQB10402. The binding affinity (normalized) is 0.319. (6) The peptide sequence is AGGAGGVGAVGGKRG. The MHC is DRB1_1101 with pseudo-sequence DRB1_1101. The binding affinity (normalized) is 0.0147. (7) The peptide sequence is VKVLRPAPGGKAYMD. The MHC is DRB1_0301 with pseudo-sequence DRB1_0301. The binding affinity (normalized) is 0.655. (8) The peptide sequence is CPKYVKQNTLKLATG. The MHC is DRB1_0405 with pseudo-sequence DRB1_0405. The binding affinity (normalized) is 0.553. (9) The peptide sequence is KGNKTCGFVDERGLY. The MHC is DRB1_0405 with pseudo-sequence DRB1_0405. The binding affinity (normalized) is 0.0812.